From a dataset of Forward reaction prediction with 1.9M reactions from USPTO patents (1976-2016). Predict the product of the given reaction. (1) Given the reactants [CH2:1]([N:8]1[CH2:13][CH2:12][C:11]([CH:18]([NH:24][S:25]([C:28]2[CH:33]=[CH:32][C:31]([O:34][CH2:35][C:36]#[C:37][CH3:38])=[CH:30][CH:29]=2)(=[O:27])=[O:26])[C:19]([O:21][CH2:22][CH3:23])=[O:20])([S:14][CH2:15][CH2:16]O)[CH2:10][CH2:9]1)[C:2]1[CH:7]=[CH:6][CH:5]=[CH:4][CH:3]=1.C(P(CCCC)CCCC)CCC.C1CCN(C(N=NC(N2CCCCC2)=O)=O)CC1, predict the reaction product. The product is: [CH2:22]([O:21][C:19]([CH:18]1[C:11]2([CH2:10][CH2:9][N:8]([CH2:1][C:2]3[CH:7]=[CH:6][CH:5]=[CH:4][CH:3]=3)[CH2:13][CH2:12]2)[S:14][CH2:15][CH2:16][N:24]1[S:25]([C:28]1[CH:29]=[CH:30][C:31]([O:34][CH2:35][C:36]#[C:37][CH3:38])=[CH:32][CH:33]=1)(=[O:26])=[O:27])=[O:20])[CH3:23]. (2) Given the reactants [CH2:1]([N:3]1[CH:7]=[C:6](B2OC(C)(C)C(C)(C)O2)[CH:5]=[N:4]1)[CH3:2].[CH2:17]([C@@H:19]1[CH2:24][NH:23][CH2:22][CH2:21][N:20]1C(OC(C)(C)C)=O)[CH3:18], predict the reaction product. The product is: [CH2:1]([N:3]1[CH:7]=[C:6]([C:22]2[N:23]=[CH:24][C:6]3[CH:5]=[N:4][N:3]([C:1]4[CH:2]=[CH:18][CH:17]=[C:19]([N:23]5[CH2:22][CH2:21][NH:20][C@H:19]([CH2:17][CH3:18])[CH2:24]5)[N:20]=4)[C:7]=3[CH:21]=2)[CH:5]=[N:4]1)[CH3:2]. (3) The product is: [CH2:1]([C:3]1[S:22][C:6]2[N:7]([CH2:24][C:25]3[CH:30]=[CH:29][C:28]([C:31]4[CH:36]=[CH:35][CH:34]=[CH:33][C:32]=4[C:37]4[NH:41][C:40](=[O:47])[O:39][N:38]=4)=[CH:27][CH:26]=3)[C:8](=[O:21])[N:9]([CH2:12][CH2:13][CH2:14][C:15]3[CH:16]=[CH:17][CH:18]=[CH:19][CH:20]=3)[C:10](=[O:11])[C:5]=2[CH:4]=1)[CH3:2]. Given the reactants [CH2:1]([C:3]1[S:22][C:6]2[NH:7][C:8](=[O:21])[N:9]([CH2:12][CH2:13][CH2:14][C:15]3[CH:20]=[CH:19][CH:18]=[CH:17][CH:16]=3)[C:10](=[O:11])[C:5]=2[CH:4]=1)[CH3:2].Br[CH2:24][C:25]1[CH:30]=[CH:29][C:28]([C:31]2[CH:36]=[CH:35][CH:34]=[CH:33][C:32]=2[C:37]2[N:41]=[C:40](C(Cl)(Cl)Cl)[O:39][N:38]=2)=[CH:27][CH:26]=1.C(=O)([O-])[O-:47].[K+].[K+].CN(C)C=O, predict the reaction product. (4) The product is: [Br:1][C:2]1[CH:12]=[CH:11][C:5]2[CH2:6][CH2:7][N:8]([CH3:13])[CH2:9][CH2:10][C:4]=2[CH:3]=1. Given the reactants [Br:1][C:2]1[CH:12]=[CH:11][C:5]2[CH2:6][CH2:7][NH:8][CH2:9][CH2:10][C:4]=2[CH:3]=1.[CH2:13]=O, predict the reaction product.